This data is from Reaction yield outcomes from USPTO patents with 853,638 reactions. The task is: Predict the reaction yield, written as a fraction of the theoretical maximum amount of product (1.0 means a 100% yield; for example, 0.34 means a 34% yield). (1) The reactants are [F:1][C:2]1[C:7]([NH:8][CH2:9][C:10]2[CH:15]=[CH:14][CH:13]=[C:12]([C:16]3[CH:21]=[CH:20][CH:19]=[C:18]([F:22])[CH:17]=3)[CH:11]=2)=[C:6]([F:23])[CH:5]=[CH:4][C:3]=1[OH:24].C([O-])([O-])=O.[Cs+].[Cs+].Br[CH2:32][C:33]([O:35][CH2:36][CH3:37])=[O:34]. The catalyst is CC(C)=O. The product is [F:1][C:2]1[C:7]([NH:8][CH2:9][C:10]2[CH:15]=[CH:14][CH:13]=[C:12]([C:16]3[CH:21]=[CH:20][CH:19]=[C:18]([F:22])[CH:17]=3)[CH:11]=2)=[C:6]([F:23])[CH:5]=[CH:4][C:3]=1[O:24][CH2:32][C:33]([O:35][CH2:36][CH3:37])=[O:34]. The yield is 0.860. (2) The reactants are [Cl:1][C:2]1[C:11]([CH:12]=O)=[CH:10][C:9]2[C:4](=[C:5]([Cl:14])[CH:6]=[CH:7][CH:8]=2)[N:3]=1.[CH3:15][C:16]([S@:19]([NH2:21])=[O:20])([CH3:18])[CH3:17].O. The catalyst is C1COCC1.CC(C)[O-].[Ti+4].CC(C)[O-].CC(C)[O-].CC(C)[O-]. The product is [Cl:1][C:2]1[C:11](/[CH:12]=[N:21]/[S@@:19]([C:16]([CH3:18])([CH3:17])[CH3:15])=[O:20])=[CH:10][C:9]2[C:4](=[C:5]([Cl:14])[CH:6]=[CH:7][CH:8]=2)[N:3]=1. The yield is 0.970. (3) The reactants are Br[C:2]1[N:6]2[N:7]=[C:8]([NH:11][CH2:12][CH2:13][CH2:14][C:15]([O:17][CH2:18][CH3:19])=[O:16])[CH:9]=[CH:10][C:5]2=[N:4][CH:3]=1.[C:20]([C:23]1[S:27][C:26](B(O)O)=[CH:25][CH:24]=1)(=[O:22])[CH3:21]. The catalyst is C(N(CC)CC)C. The product is [C:20]([C:23]1[S:27][C:26]([C:2]2[N:6]3[N:7]=[C:8]([NH:11][CH2:12][CH2:13][CH2:14][C:15]([O:17][CH2:18][CH3:19])=[O:16])[CH:9]=[CH:10][C:5]3=[N:4][CH:3]=2)=[CH:25][CH:24]=1)(=[O:22])[CH3:21]. The yield is 0.740. (4) The reactants are Cl.[NH:2]([C:4]1[CH:9]=[C:8]([C:10]#[N:11])[CH:7]=[CH:6][N:5]=1)[NH2:3].[Cl:12][C:13]1[CH:18]=[CH:17][C:16]([C:19](=O)/[CH:20]=[CH:21]/N(C)C)=[CH:15][C:14]=1[O:26][CH3:27]. No catalyst specified. The product is [Cl:12][C:13]1[CH:18]=[CH:17][C:16]([C:19]2[N:2]([C:4]3[CH:9]=[C:8]([C:10]#[N:11])[CH:7]=[CH:6][N:5]=3)[N:3]=[CH:21][CH:20]=2)=[CH:15][C:14]=1[O:26][CH3:27]. The yield is 0.740. (5) The catalyst is [Cu]I.CC1C=CC=CC=1C. The yield is 0.640. The product is [CH2:1]([O:8][C:12]1[CH:13]=[C:14]([CH3:16])[CH:15]=[C:10]([CH3:9])[CH:11]=1)[CH2:2][CH2:3][CH2:4][CH2:5][CH2:6][CH3:7]. The reactants are [CH2:1]([OH:8])[CH2:2][CH2:3][CH2:4][CH2:5][CH2:6][CH3:7].[CH3:9][C:10]1[CH:11]=[C:12](I)[CH:13]=[C:14]([CH3:16])[CH:15]=1.N1C2C(=CC=C3C=2N=CC=C3)C=CC=1.C([O-])([O-])=O.[Cs+].[Cs+].CCCCCCCCCCCC. (6) The reactants are Br[C:2]1[S:6][C:5]([C:7]2[CH:8]=[CH:9][C:10]([F:15])=[C:11]([CH:14]=2)[C:12]#[N:13])=[N:4][N:3]=1.[C:16]([Si:20]([CH3:41])([CH3:40])[O:21][C@@H:22]1[C:30]2[C:25](=[C:26](B3OC(C)(C)C(C)(C)O3)[CH:27]=[CH:28][CH:29]=2)[CH2:24][CH2:23]1)([CH3:19])([CH3:18])[CH3:17].C(=O)([O-])[O-].[K+].[K+]. The catalyst is COCCOC.O. The product is [Si:20]([O:21][C@@H:22]1[C:30]2[C:25](=[C:26]([C:2]3[S:6][C:5]([C:7]4[CH:8]=[CH:9][C:10]([F:15])=[C:11]([CH:14]=4)[C:12]#[N:13])=[N:4][N:3]=3)[CH:27]=[CH:28][CH:29]=2)[CH2:24][CH2:23]1)([C:16]([CH3:19])([CH3:18])[CH3:17])([CH3:41])[CH3:40]. The yield is 0.440.